This data is from Forward reaction prediction with 1.9M reactions from USPTO patents (1976-2016). The task is: Predict the product of the given reaction. (1) Given the reactants [NH2:1][C:2]1[C:7]([CH2:8][CH3:9])=[CH:6][CH:5]=[C:4]([CH3:10])[N:3]=1.[I:11]N1C(=O)CCC1=O, predict the reaction product. The product is: [CH2:8]([C:7]1[C:2]([NH2:1])=[N:3][C:4]([CH3:10])=[C:5]([I:11])[CH:6]=1)[CH3:9]. (2) The product is: [CH2:11]([N:15]([CH2:19][CH2:20][CH2:21][CH3:22])[CH2:16][CH2:17][OH:18])[CH2:12][CH2:13][CH3:14].[B:1]([O:4][CH2:9][CH:7]([CH2:6][OH:5])[OH:8])([OH:3])[OH:2]. Given the reactants [B:1]([OH:4])([OH:3])[OH:2].[OH:5][CH2:6][CH:7]([CH2:9]O)[OH:8].[CH2:11]([N:15]([CH2:19][CH2:20][CH2:21][CH3:22])[CH2:16][CH2:17][OH:18])[CH2:12][CH2:13][CH3:14], predict the reaction product. (3) Given the reactants Br[C:2]1[C:7](=[O:8])[C:6]([O:9][CH3:10])=[CH:5][N:4]([C:11]2[CH:12]=[CH:13][CH:14]=[C:15]3[C:20]=2[N:19]=[CH:18][CH:17]=[CH:16]3)[N:3]=1.[C:21]1([N:27]2[C:31](B3OC(C)(C)C(C)(C)O3)=[CH:30][CH:29]=[N:28]2)[CH:26]=[CH:25][CH:24]=[CH:23][CH:22]=1.CC([O-])=O.[K+], predict the reaction product. The product is: [CH3:10][O:9][C:6]1[C:7](=[O:8])[C:2]([C:31]2[N:27]([C:21]3[CH:22]=[CH:23][CH:24]=[CH:25][CH:26]=3)[N:28]=[CH:29][CH:30]=2)=[N:3][N:4]([C:11]2[CH:12]=[CH:13][CH:14]=[C:15]3[C:20]=2[N:19]=[CH:18][CH:17]=[CH:16]3)[CH:5]=1. (4) Given the reactants [N+:1]([C:4]1[CH:15]=[CH:14][C:7]2[O:8][CH:9]([CH2:12][OH:13])[CH2:10][O:11][C:6]=2[CH:5]=1)([O-:3])=[O:2].[H-].[Na+].Cl[CH2:19][CH:20]1[CH2:22][CH2:21]1, predict the reaction product. The product is: [CH:20]1([CH2:19][O:13][CH2:12][CH:9]2[O:8][C:7]3[CH:14]=[CH:15][C:4]([N+:1]([O-:3])=[O:2])=[CH:5][C:6]=3[O:11][CH2:10]2)[CH2:22][CH2:21]1. (5) Given the reactants CNCC1[CH:5]=[C:6]2[C:11](=[CH:12][C:13]=1[Cl:14])[O:10][C:9](=[O:15])[C:8]([CH2:16][C:17]([NH:19][C:20]1[CH:25]=[CH:24][C:23]([Cl:26])=[CH:22][C:21]=1[C:27]([F:30])([F:29])[F:28])=[O:18])=[C:7]2[C:31]1[CH:36]=[CH:35][CH:34]=[CH:33][CH:32]=1.[CH2:37]([N:39]([CH2:42][CH3:43])[CH2:40][CH3:41])C.C(Cl)(=[O:46])C.O, predict the reaction product. The product is: [C:40]([N:39]([CH2:42][C:43]1[CH:5]=[C:6]2[C:11](=[CH:12][C:13]=1[Cl:14])[O:10][C:9](=[O:15])[C:8]([CH2:16][C:17]([NH:19][C:20]1[CH:25]=[CH:24][C:23]([Cl:26])=[CH:22][C:21]=1[C:27]([F:29])([F:30])[F:28])=[O:18])=[C:7]2[C:31]1[CH:32]=[CH:33][CH:34]=[CH:35][CH:36]=1)[CH3:37])(=[O:46])[CH3:41]. (6) Given the reactants N[C:2]1[C:3](C)=[C:4]([CH:9]=[C:10](Br)[CH:11]=1)[C:5]([O:7][CH3:8])=[O:6].C1(=O)CCCC1.C(O)(=O)C.C([BH3-])#N.[Na+], predict the reaction product. The product is: [CH3:8][O:7][C:5](=[O:6])[C:4]1[CH:9]=[CH:10][CH:11]=[CH:2][CH:3]=1. (7) Given the reactants [CH3:1][O:2][C:3]([C:5]1[N:6]=[C:7]([CH3:10])[O:8][CH:9]=1)=[O:4].[CH2:11]([O:13][C:14](=[O:22])[C:15]1[CH:20]=[CH:19][C:18](I)=[CH:17][CH:16]=1)[CH3:12].C(=O)([O-])[O-].[Cs+].[Cs+].C1(C)C=CC=CC=1P(C1C=CC=CC=1C)C1C=CC=CC=1C, predict the reaction product. The product is: [CH3:1][O:2][C:3]([C:5]1[N:6]=[C:7]([CH3:10])[O:8][C:9]=1[C:18]1[CH:19]=[CH:20][C:15]([C:14]([O:13][CH2:11][CH3:12])=[O:22])=[CH:16][CH:17]=1)=[O:4]. (8) Given the reactants C([C@@H](N[C@H](C(O)=O)C)CCC1C=CC=CC=1)(OCC)=O.C1(C)C=CC(S([O-])(=O)=O)=CC=1.[CH2:32]1[C:41]2[C:36](=[CH:37][CH:38]=[CH:39][CH:40]=2)[CH2:35][C@@H:34]([C:42]([OH:44])=[O:43])[NH:33]1, predict the reaction product. The product is: [CH2:32]1[C:41]2[C:36](=[CH:37][CH:38]=[CH:39][CH:40]=2)[CH2:35][CH:34]([C:42]([OH:44])=[O:43])[NH:33]1. (9) Given the reactants [NH2:1][C:2]1[CH:7]=[C:6]([C:8]#[C:9][C:10]2[N:14]3[N:15]=[C:16]([C:19]4[CH:24]=[CH:23][C:22]([C:25]([N:27]5[CH2:32][CH2:31][O:30][CH2:29][CH2:28]5)=[O:26])=[CH:21][CH:20]=4)[CH:17]=[CH:18][C:13]3=[N:12][CH:11]=2)[CH:5]=[CH:4][N:3]=1.[CH3:33][C:34]1[CH:42]=[CH:41][C:37]([C:38](Cl)=[O:39])=[CH:36][CH:35]=1, predict the reaction product. The product is: [CH3:33][C:34]1[CH:42]=[CH:41][C:37]([C:38]([NH:1][C:2]2[CH:7]=[C:6]([C:8]#[C:9][C:10]3[N:14]4[N:15]=[C:16]([C:19]5[CH:20]=[CH:21][C:22]([C:25]([N:27]6[CH2:28][CH2:29][O:30][CH2:31][CH2:32]6)=[O:26])=[CH:23][CH:24]=5)[CH:17]=[CH:18][C:13]4=[N:12][CH:11]=3)[CH:5]=[CH:4][N:3]=2)=[O:39])=[CH:36][CH:35]=1. (10) Given the reactants [Br:1][C:2]1[CH:3]=[CH:4][C:5]([OH:11])=[C:6]([CH:10]=1)[C:7]([OH:9])=[O:8].C(=O)([O-])[O-].[K+].[K+].Br[CH2:19][C:20]1[CH:25]=[CH:24][C:23]([F:26])=[CH:22][C:21]=1[F:27], predict the reaction product. The product is: [Br:1][C:2]1[CH:3]=[CH:4][C:5]([O:11][CH2:19][C:20]2[CH:25]=[CH:24][C:23]([F:26])=[CH:22][C:21]=2[F:27])=[C:6]([CH:10]=1)[C:7]([O:9][CH2:19][C:20]1[CH:25]=[CH:24][C:23]([F:26])=[CH:22][C:21]=1[F:27])=[O:8].